This data is from Catalyst prediction with 721,799 reactions and 888 catalyst types from USPTO. The task is: Predict which catalyst facilitates the given reaction. (1) Reactant: [CH3:1][C@@H:2]1[CH2:6][CH2:5][CH2:4][N:3]1[CH:7]1[CH2:11][CH2:10][N:9]([C:12]2[CH:17]=[CH:16][C:15]([N+:18]([O-])=O)=[C:14]([CH3:21])[CH:13]=2)[CH2:8]1.[H][H]. Product: [CH3:21][C:14]1[CH:13]=[C:12]([N:9]2[CH2:10][CH2:11][CH:7]([N:3]3[CH2:4][CH2:5][CH2:6][C@H:2]3[CH3:1])[CH2:8]2)[CH:17]=[CH:16][C:15]=1[NH2:18]. The catalyst class is: 687. (2) Reactant: [N:1]([CH2:4][Si:5]([CH3:8])([CH3:7])[CH3:6])=[N+:2]=[N-:3].[CH2:9]([O:11][CH:12]([O:15][CH2:16][CH3:17])[C:13]#[CH:14])[CH3:10].[Na].C(O)CCC.O. Product: [CH2:9]([O:11][CH:12]([O:15][CH2:16][CH3:17])[C:13]1[N:3]=[N:2][N:1]([CH2:4][Si:5]([CH3:8])([CH3:7])[CH3:6])[CH:14]=1)[CH3:10]. The catalyst class is: 6. (3) Reactant: [BrH:1].[C:2]([C:5]1[CH:10]=[CH:9][CH:8]=[CH:7][N:6]=1)(=[O:4])[CH3:3].[Br-].[Br-].[Br-].[NH+]1C=CC=CC=1.[NH+]1C=CC=CC=1.[NH+]1C=CC=CC=1. Product: [BrH:1].[Br:1][CH2:3][C:2]([C:5]1[CH:10]=[CH:9][CH:8]=[CH:7][N:6]=1)=[O:4]. The catalyst class is: 15.